This data is from Peptide-MHC class I binding affinity with 185,985 pairs from IEDB/IMGT. The task is: Regression. Given a peptide amino acid sequence and an MHC pseudo amino acid sequence, predict their binding affinity value. This is MHC class I binding data. (1) The peptide sequence is EEDAAVDDL. The MHC is HLA-A26:02 with pseudo-sequence HLA-A26:02. The binding affinity (normalized) is 0.0847. (2) The peptide sequence is LTFGWCFKL. The MHC is HLA-B40:01 with pseudo-sequence HLA-B40:01. The binding affinity (normalized) is 0.0796. (3) The peptide sequence is FPVKPQVPL. The MHC is HLA-B42:01 with pseudo-sequence HLA-B42:01. The binding affinity (normalized) is 0.963. (4) The peptide sequence is TVKRYLQAK. The MHC is HLA-A31:01 with pseudo-sequence HLA-A31:01. The binding affinity (normalized) is 0.628. (5) The peptide sequence is NSVANRSKQK. The MHC is HLA-A03:01 with pseudo-sequence HLA-A03:01. The binding affinity (normalized) is 0.466. (6) The peptide sequence is KPPRGVLLY. The MHC is HLA-A02:19 with pseudo-sequence HLA-A02:19. The binding affinity (normalized) is 0.0847.